This data is from Forward reaction prediction with 1.9M reactions from USPTO patents (1976-2016). The task is: Predict the product of the given reaction. (1) The product is: [NH2:35][C:33](=[O:34])[CH2:32][CH2:31][CH2:30][CH2:29][CH2:28][NH:27][C:17](=[O:19])[C:16]1[CH:20]=[CH:21][CH:22]=[C:14]([C:8]2[C:7]3[CH:23]=[C:3]([O:2][CH3:1])[C:4]([O:24][CH3:25])=[CH:5][C:6]=3[N:12]([CH3:13])[C:11](=[O:40])[CH2:10][N:9]=2)[CH:15]=1. Given the reactants [CH3:1][O:2][C:3]1[C:4]([O:24][CH3:25])=[CH:5][C:6]2[N:12]([CH3:13])[CH2:11][CH2:10][N:9]=[C:8]([C:14]3[CH:15]=[C:16]([CH:20]=[CH:21][CH:22]=3)[C:17]([OH:19])=O)[C:7]=2[CH:23]=1.Cl.[NH2:27][CH2:28][CH2:29][CH2:30][CH2:31][CH2:32][C:33]([NH2:35])=[O:34].CN1CC[O:40]CC1.F[P-](F)(F)(F)(F)F.N1(O[P+](N(C)C)(N(C)C)N(C)C)C2C=CC=CC=2N=N1, predict the reaction product. (2) Given the reactants C([Cl:4])(=O)C.[N:5]1[CH:10]=[CH:9][C:8]([N:11]2[CH2:15][CH2:14][C:13]3([CH2:20][CH2:19][N:18](C(OC(C)(C)C)=O)[CH2:17][CH2:16]3)[CH2:12]2)=[CH:7][CH:6]=1, predict the reaction product. The product is: [ClH:4].[ClH:4].[N:5]1[CH:6]=[CH:7][C:8]([N:11]2[CH2:15][CH2:14][C:13]3([CH2:20][CH2:19][NH:18][CH2:17][CH2:16]3)[CH2:12]2)=[CH:9][CH:10]=1. (3) Given the reactants [NH:1]1[C:5]([C:6]2[CH:11]=[CH:10][C:9]([NH:12][C:13]([CH:15]3[CH:19]([C:20]4[CH:25]=[CH:24][CH:23]=[C:22]([Cl:26])[C:21]=4[CH3:27])[C:18]([C:30]4[CH:35]=[CH:34][C:33]([Cl:36])=[CH:32][C:31]=4[F:37])([C:28]#[N:29])[CH:17]([CH2:38][C:39]([CH3:42])([CH3:41])[CH3:40])[NH:16]3)=[O:14])=[CH:8][CH:7]=2)=[N:4][N:3]=[N:2]1.[C:43](=O)(O)[O-].[Na+].S(OC)(OC)(=O)=O, predict the reaction product. The product is: [CH3:43][N:4]1[C:5]([C:6]2[CH:7]=[CH:8][C:9]([NH:12][C:13]([CH:15]3[CH:19]([C:20]4[CH:25]=[CH:24][CH:23]=[C:22]([Cl:26])[C:21]=4[CH3:27])[C:18]([C:30]4[CH:35]=[CH:34][C:33]([Cl:36])=[CH:32][C:31]=4[F:37])([C:28]#[N:29])[CH:17]([CH2:38][C:39]([CH3:42])([CH3:41])[CH3:40])[NH:16]3)=[O:14])=[CH:10][CH:11]=2)=[N:1][N:2]=[N:3]1.